From a dataset of Peptide-MHC class II binding affinity with 134,281 pairs from IEDB. Regression. Given a peptide amino acid sequence and an MHC pseudo amino acid sequence, predict their binding affinity value. This is MHC class II binding data. (1) The peptide sequence is DDRFGLALSHLNAMS. The MHC is HLA-DQA10201-DQB10303 with pseudo-sequence HLA-DQA10201-DQB10303. The binding affinity (normalized) is 0.523. (2) The peptide sequence is EKKYFAATQFEPLAL. The MHC is HLA-DQA10101-DQB10501 with pseudo-sequence HLA-DQA10101-DQB10501. The binding affinity (normalized) is 0.483. (3) The peptide sequence is YFRNEQSIPPLIKKY. The MHC is DRB3_0202 with pseudo-sequence DRB3_0202. The binding affinity (normalized) is 0.307.